Dataset: Forward reaction prediction with 1.9M reactions from USPTO patents (1976-2016). Task: Predict the product of the given reaction. Given the reactants [Cl:1][C:2]1[C:15]([Cl:16])=[CH:14][C:5]2[NH:6][C:7]([CH2:9][C:10]([F:13])([F:12])[F:11])=[N:8][C:4]=2[CH:3]=1.C(=O)([O-])[O-].[K+].[K+].[CH3:23][S:24]([C:27]1[CH:34]=[CH:33][C:30]([CH2:31]Br)=[CH:29][CH:28]=1)(=[O:26])=[O:25], predict the reaction product. The product is: [Cl:16][C:15]1[C:2]([Cl:1])=[CH:3][C:4]2[N:8]([CH2:31][C:30]3[CH:29]=[CH:28][C:27]([S:24]([CH3:23])(=[O:26])=[O:25])=[CH:34][CH:33]=3)[C:7]([CH2:9][C:10]([F:12])([F:13])[F:11])=[N:6][C:5]=2[CH:14]=1.